Dataset: Experimentally validated miRNA-target interactions with 360,000+ pairs, plus equal number of negative samples. Task: Binary Classification. Given a miRNA mature sequence and a target amino acid sequence, predict their likelihood of interaction. (1) The miRNA is bta-miR-16a with sequence UAGCAGCACGUAAAUAUUGGUG. The protein sequence of the target gene is MFWKFDLNTTSHVDKLLDKEHVTLQELMDEDDILQECKAQNQKLLDFLCRQQCMEELVSLITQDPPLDMEEKVRFKYPNTACELLTCDVPQISDRLGGDESLLSLLYDFLDHEPPLNPLLASFFSKTIGNLIARKTEQVITFLKKKDKFISLVLKHIGTSALMDLLLRLVSCVEPAGLRQDVLHWLNEEKVIQRLVELIHPSQDEDRQSNASQTLCDIVRLGRDQGSQLQEALEPDPLLTALESQDCVEQLLKNMFDGDRTESCLVSGTQVLLTLLETRRVGTEGLVDSFSQGLERSYAV.... Result: 0 (no interaction). (2) The protein sequence of the target gene is MQPSPPPTELVPSERAVVLLSCALSALGSGLLVATHALWPDLRSRARRLLLFLSLADLLSAASYFYGVLQNFAGPSWDCVLQGALSTFANTSSFFWTVAIALYLYLSIVRAARGPRTDRLLWAFHVVSWGVPLVITVAAVALKKIGYDASDVSVGWCWIDLEAKDHVLWMLLTGKLWEMLAYVLLPLLYLLVRKHINRAHTALSEYRPILSQEHRLLRHSSMADKKLVLIPLIFIGLRVWSTVRFVLTLCGSPAVQTPVLVVLHGIGNTFQGGANCIMFVLCTRAVRTRLFSLCCCCCSS.... Result: 1 (interaction). The miRNA is hsa-miR-520d-3p with sequence AAAGUGCUUCUCUUUGGUGGGU. (3) The miRNA is mmu-miR-129-5p with sequence CUUUUUGCGGUCUGGGCUUGC. The protein sequence of the target gene is MQTSETGSDTGSTVTLQTSVASQAAVPTQVVQQVPVQQQVQQVQTVQQVQHVYPAQVQYVEGSDTVYTNGAIRTTTYPYTETQMYSQNTGGNYFDTQGSSAQVTTVVSSHSMVGTGGIQMGVTGGQLISSSGGTYLIGNSMENSGHSVTHTTRASPATIEMAIETLQKSDGLSTHRSSLLNSHLQWLLDNYETAEGVSLPRSTLYNHYLRHCQEHKLDPVNAASFGKLIRSIFMGLRTRRLGTRGNSKYHYYGIRVKPDSPLNRLQEDMQYMAMRQQPMQQKQRYKPMQKVDGVADGFTG.... Result: 1 (interaction).